This data is from Reaction yield outcomes from USPTO patents with 853,638 reactions. The task is: Predict the reaction yield, written as a fraction of the theoretical maximum amount of product (1.0 means a 100% yield; for example, 0.34 means a 34% yield). (1) The reactants are Cl[C:2]1[N:3]=[C:4]([N:28]([CH2:30][C:31]2[CH:36]=[CH:35][C:34]([Cl:37])=[CH:33][CH:32]=2)[CH3:29])[S:5][C:6]=1[CH:7]([C:9]1[C:17]2[C:12](=[N:13][CH:14]=[CH:15][CH:16]=2)[N:11]([Si](C(C)C)(C(C)C)C(C)C)[CH:10]=1)[OH:8].C([SiH](CC)CC)C.FC(F)(F)C(O)=O. The catalyst is C(#N)C. The product is [Cl:37][C:34]1[CH:35]=[CH:36][C:31]([CH2:30][N:28]([CH3:29])[C:4]2[S:5][C:6]([C:7]([C:9]3[C:17]4[C:12](=[N:13][CH:14]=[CH:15][CH:16]=4)[NH:11][CH:10]=3)=[O:8])=[CH:2][N:3]=2)=[CH:32][CH:33]=1. The yield is 0.300. (2) The reactants are [CH2:1]([O:8][N:9]1[C:15](=[O:16])[N:14]2[CH2:17][C@H:10]1[CH2:11][CH2:12][C@H:13]2[C:18]1[O:19]C(C2CCNCC2)=N[N:22]=1)[C:2]1[CH:7]=[CH:6][CH:5]=[CH:4][CH:3]=1.CC[N:31]=[C:32]=[N:33]CCCN(C)C.C1C=CC2N(O)N=NC=2C=1.ONC(N)=N. The catalyst is CN(C=O)C.O. The product is [NH2:33][C:32]1[N:22]=[C:18]([C@@H:13]2[CH2:12][CH2:11][C@@H:10]3[CH2:17][N:14]2[C:15](=[O:16])[N:9]3[O:8][CH2:1][C:2]2[CH:3]=[CH:4][CH:5]=[CH:6][CH:7]=2)[O:19][N:31]=1. The yield is 0.440. (3) The reactants are C(NC(=O)[NH:5][C:6]1[CH:11]=[CH:10][C:9]([C:12]2[N:13]=[C:14]([N:29]3[CH2:34][CH2:33][O:32][CH2:31][C@@H:30]3[CH3:35])[C:15]3C[CH2:20][N:19]([C:22]([O:24][C:25](C)([CH3:27])C)=[O:23])[CH2:18][C:16]=3[N:17]=2)=[CH:8][CH:7]=1)C.ClC1N=C(N2CCOC[C@@H]2C)C2CN(C(OCC)=O)CC=2N=1.[F:59]C1C=C(B2OC(C)(C)C(C)(C)O2)C=CC=1N. No catalyst specified. The product is [NH2:5][C:6]1[CH:11]=[CH:10][C:9]([C:12]2[N:13]=[C:14]([N:29]3[CH2:34][CH2:33][O:32][CH2:31][C@@H:30]3[CH3:35])[C:15]3[CH2:20][N:19]([C:22]([O:24][CH2:25][CH3:27])=[O:23])[CH2:18][C:16]=3[N:17]=2)=[CH:8][C:7]=1[F:59]. The yield is 0.880. (4) The reactants are [C:1]([C:3]1[CH:4]=[C:5]([CH:10]=[CH:11][C:12]=1[OH:13])[C:6]([O:8][CH3:9])=[O:7])#[N:2].ClN1C(=O)[CH2:18][CH2:17][C:16]1=O. The catalyst is C(#N)C. The product is [C:1]([C:3]1[CH:4]=[C:5]([CH:10]=[CH:11][C:12]=1[O:13][CH:17]([CH3:18])[CH3:16])[C:6]([O:8][CH3:9])=[O:7])#[N:2]. The yield is 0.290. (5) The catalyst is CN(C)C=O.C([O-])(=O)C.[Pd+2].C([O-])(=O)C.C1(P(C2C=CC=CC=2)CCCP(C2C=CC=CC=2)C2C=CC=CC=2)C=CC=CC=1. The product is [C:34]([C:17]1[CH:16]=[CH:15][C:12]2[CH2:13][CH2:14][N:8]([C:6]([O:5][C:1]([CH3:4])([CH3:3])[CH3:2])=[O:7])[CH2:9][CH2:10][C:11]=2[CH:18]=1)(=[O:36])[CH3:35]. The reactants are [C:1]([O:5][C:6]([N:8]1[CH2:14][CH2:13][C:12]2[CH:15]=[CH:16][C:17](OS(C(F)(F)F)(=O)=O)=[CH:18][C:11]=2[CH2:10][CH2:9]1)=[O:7])([CH3:4])([CH3:3])[CH3:2].C(N(CC)CC)C.[CH:34]([O:36]CCCC)=[CH2:35].Cl. The yield is 0.790. (6) The yield is 0.580. The catalyst is O.C1(C)C=CC=CC=1.C(OCC)C. The product is [CH3:25][O:26][C:27]1[C:34]([O:35][CH3:36])=[C:33]([O:37][CH3:38])[CH:32]=[C:31]([CH3:39])[C:28]=1[CH:29]([C:18]1[C:17]([C:21]([F:24])([F:22])[F:23])=[CH:16][N:15]=[C:14]([Cl:13])[C:19]=1[Cl:20])[OH:30]. The reactants are C([Li])CCC.C(NC(C)C)(C)C.[Cl:13][C:14]1[C:19]([Cl:20])=[CH:18][C:17]([C:21]([F:24])([F:23])[F:22])=[CH:16][N:15]=1.[CH3:25][O:26][C:27]1[C:34]([O:35][CH3:36])=[C:33]([O:37][CH3:38])[CH:32]=[C:31]([CH3:39])[C:28]=1[CH:29]=[O:30]. (7) The catalyst is C(O)C.O. The yield is 0.876. The reactants are Cl.[CH3:2][C@:3]([C:7]([OH:9])=[O:8])([CH2:5][SH:6])[NH2:4].[OH:10][C:11]1[CH:18]=[C:17]([OH:19])[CH:16]=[CH:15][C:12]=1[C:13]#N.C(N(CC)CC)C.[OH-].[K+]. The product is [OH:10][C:11]1[CH:18]=[C:17]([OH:19])[CH:16]=[CH:15][C:12]=1[C:13]1[S:6][CH2:5][C@:3]([CH3:2])([C:7]([OH:9])=[O:8])[N:4]=1.